This data is from Catalyst prediction with 721,799 reactions and 888 catalyst types from USPTO. The task is: Predict which catalyst facilitates the given reaction. (1) Reactant: Br[C:2]1[CH:3]=[C:4]2[C:8](=[C:9]([C:11]([NH2:13])=[O:12])[CH:10]=1)[NH:7][CH:6]=[C:5]2[CH:14]1[CH2:18][CH2:17][S:16](=[O:20])(=[O:19])[CH2:15]1.[O:21]1[CH:25]=[CH:24][C:23](B(O)O)=[CH:22]1.C(=O)([O-])[O-].[K+].[K+]. Product: [O:19]=[S:16]1(=[O:20])[CH2:17][CH2:18][CH:14]([C:5]2[C:4]3[C:8](=[C:9]([C:11]([NH2:13])=[O:12])[CH:10]=[C:2]([C:23]4[CH:24]=[CH:25][O:21][CH:22]=4)[CH:3]=3)[NH:7][CH:6]=2)[CH2:15]1. The catalyst class is: 117. (2) The catalyst class is: 30. Reactant: [Cl:1][C:2]1[CH:7]=[CH:6][C:5]([S:8]([C:11]2([C:28]3[CH:33]=[C:32]([F:34])[CH:31]=[CH:30][C:29]=3[F:35])[CH2:16][CH2:15][CH:14]([O:17][S:18]([NH:21][CH2:22][CH2:23][O:24]C(=O)C)(=[O:20])=[O:19])[CH2:13][CH2:12]2)(=[O:10])=[O:9])=[CH:4][CH:3]=1.[OH-].[Li+].C(OCC)(=O)C. Product: [Cl:1][C:2]1[CH:7]=[CH:6][C:5]([S:8]([C:11]2([C:28]3[CH:33]=[C:32]([F:34])[CH:31]=[CH:30][C:29]=3[F:35])[CH2:12][CH2:13][CH:14]([O:17][S:18](=[O:19])(=[O:20])[NH:21][CH2:22][CH2:23][OH:24])[CH2:15][CH2:16]2)(=[O:10])=[O:9])=[CH:4][CH:3]=1. (3) Reactant: [C:1]([O:5][C:6]([N:8]1[CH2:11][C:10]2([CH2:14][CH:13]([NH:15][C:16]3[C:21](Cl)=[C:20]([NH2:23])[N:19]=[CH:18][N:17]=3)[CH2:12]2)[CH2:9]1)=[O:7])([CH3:4])([CH3:3])[CH3:2].O1CCOCC1.O.C(=O)([O-])[O-].[Cs+].[Cs+].[O:37]([C:44]1[CH:49]=[CH:48][C:47](B(O)O)=[CH:46][CH:45]=1)[C:38]1[CH:43]=[CH:42][CH:41]=[CH:40][CH:39]=1.C1(P(C2CCCCC2)C2C=CC=CC=2C2C(OC)=CC=CC=2OC)CCCCC1. Product: [NH2:23][C:20]1[N:19]=[CH:18][N:17]=[C:16]([NH:15][CH:13]2[CH2:14][C:10]3([CH2:11][N:8]([C:6]([O:5][C:1]([CH3:4])([CH3:3])[CH3:2])=[O:7])[CH2:9]3)[CH2:12]2)[C:21]=1[C:47]1[CH:48]=[CH:49][C:44]([O:37][C:38]2[CH:43]=[CH:42][CH:41]=[CH:40][CH:39]=2)=[CH:45][CH:46]=1. The catalyst class is: 167. (4) Reactant: Br[C:2]1[CH:3]=[CH:4][C:5]2[O:15][CH2:14][CH2:13][C:12]3[S:11][C:10]([C:16]([O:18][CH3:19])=[O:17])=[N:9][C:8]=3[C:6]=2[CH:7]=1.[CH3:20][C:21]1[O:25][N:24]=[C:23]([C@:26]([OH:30])([C:28]#[CH:29])[CH3:27])[CH:22]=1. Product: [OH:30][C@:26]([C:23]1[CH:22]=[C:21]([CH3:20])[O:25][N:24]=1)([CH3:27])[C:28]#[C:29][C:2]1[CH:3]=[CH:4][C:5]2[O:15][CH2:14][CH2:13][C:12]3[S:11][C:10]([C:16]([O:18][CH3:19])=[O:17])=[N:9][C:8]=3[C:6]=2[CH:7]=1. The catalyst class is: 12. (5) Reactant: Br[C:2]1[CH:7]=[CH:6][C:5]([C:8]2[N:9]([CH2:14][C@@H:15]3[CH2:19][CH2:18][N:17]([C:20]([CH:22]4[CH2:24][CH2:23]4)=[O:21])[CH2:16]3)[C:10](=[O:13])[NH:11][N:12]=2)=[C:4]([Cl:25])[CH:3]=1.[NH:26]1[C:34]2[C:29](=[CH:30][CH:31]=[C:32](B(O)O)[CH:33]=2)[CH:28]=[CH:27]1.C([O-])([O-])=O.[K+].[K+].O1CCOCC1. Product: [Cl:25][C:4]1[CH:3]=[C:2]([C:32]2[CH:33]=[C:34]3[C:29]([CH:28]=[CH:27][NH:26]3)=[CH:30][CH:31]=2)[CH:7]=[CH:6][C:5]=1[C:8]1[N:9]([CH2:14][C@@H:15]2[CH2:19][CH2:18][N:17]([C:20]([CH:22]3[CH2:24][CH2:23]3)=[O:21])[CH2:16]2)[C:10](=[O:13])[NH:11][N:12]=1. The catalyst class is: 587. (6) Reactant: [I:1][C:2]1[CH:3]=[CH:4][C:5]2[N:6]([CH:8]=[C:9]([NH2:11])[N:10]=2)[CH:7]=1.CCN(C(C)C)C(C)C.Cl[C:22]([O:24][CH3:25])=[O:23].IC1C=CC2N(C=C(NC(=O)[O-])N=2)C=1.IC1C=CC2N(C=C(NC(NC3N=C4C=CC(I)=CN4C=3)=O)N=2)C=1. Product: [I:1][C:2]1[CH:3]=[CH:4][C:5]2[N:6]([CH:8]=[C:9]([NH:11][C:22](=[O:23])[O:24][CH3:25])[N:10]=2)[CH:7]=1. The catalyst class is: 1. (7) The catalyst class is: 3. Reactant: [NH:1]1[CH2:6][CH2:5][NH:4][CH2:3][CH2:2]1.Cl[C:8]1[C:17]2[C:12](=[CH:13][CH:14]=[C:15]([O:18][CH3:19])[CH:16]=2)[N:11]=[CH:10][N:9]=1. Product: [CH3:19][O:18][C:15]1[CH:16]=[C:17]2[C:12](=[CH:13][CH:14]=1)[N:11]=[CH:10][N:9]=[C:8]2[N:1]1[CH2:6][CH2:5][NH:4][CH2:3][CH2:2]1.